From a dataset of Forward reaction prediction with 1.9M reactions from USPTO patents (1976-2016). Predict the product of the given reaction. (1) Given the reactants [CH2:1]([N:3]1[CH:7]=[CH:6][CH:5]=[N:4]1)[CH3:2].C([Li])CCC.[CH:13]12[O:19][CH:14]1[CH2:15][CH2:16][CH2:17][CH2:18]2, predict the reaction product. The product is: [CH2:1]([N:3]1[C:7]([C@H:13]2[CH2:18][CH2:17][CH2:16][CH2:15][C@@H:14]2[OH:19])=[CH:6][CH:5]=[N:4]1)[CH3:2]. (2) Given the reactants [Cl:1][C:2]1[C:3]2[NH:10][CH:9]=[CH:8][C:4]=2[N:5]=[CH:6][N:7]=1.C(=O)([O-])[O-].[Cs+].[Cs+].Br[CH2:18][CH2:19][O:20][CH2:21][CH2:22][O:23][CH2:24][CH3:25], predict the reaction product. The product is: [Cl:1][C:2]1[C:3]2[N:10]([CH2:18][CH2:19][O:20][CH2:21][CH2:22][O:23][CH2:24][CH3:25])[CH:9]=[CH:8][C:4]=2[N:5]=[CH:6][N:7]=1. (3) Given the reactants [CH:1]1([C:4]2[C:5](OS(C(F)(F)F)(=O)=O)=[CH:6][C:7]([N:14]3[CH2:19][CH2:18][O:17][CH2:16][CH2:15]3)=[C:8]([CH:13]=2)[C:9]([O:11][CH3:12])=[O:10])[CH2:3][CH2:2]1.[F:28][C:29]1[CH:34]=[CH:33][C:32](B(O)O)=[CH:31][CH:30]=1, predict the reaction product. The product is: [CH:1]1([C:4]2[CH:13]=[C:8]([C:9]([O:11][CH3:12])=[O:10])[C:7]([N:14]3[CH2:15][CH2:16][O:17][CH2:18][CH2:19]3)=[CH:6][C:5]=2[C:32]2[CH:33]=[CH:34][C:29]([F:28])=[CH:30][CH:31]=2)[CH2:3][CH2:2]1. (4) Given the reactants Br[C:2]1[CH:11]=[C:10]([C:12](=[O:36])[NH:13][C@@:14]2([C:24]3[CH:29]=[CH:28][C:27]([O:30][C:31]([F:34])([F:33])[F:32])=[C:26]([F:35])[CH:25]=3)[C:19]3=[N:20][CH:21]=[CH:22][CH:23]=[C:18]3[O:17][CH2:16][CH2:15]2)[CH:9]=[CH:8][C:3]=1[C:4]([O:6]C)=[O:5].[Br-].[CH3:38][CH:39]([Zn+])[CH3:40].[OH-].[Na+], predict the reaction product. The product is: [F:35][C:26]1[CH:25]=[C:24]([C@:14]2([NH:13][C:12]([C:10]3[CH:9]=[CH:8][C:3]([C:4]([OH:6])=[O:5])=[C:2]([CH:39]([CH3:40])[CH3:38])[CH:11]=3)=[O:36])[C:19]3=[N:20][CH:21]=[CH:22][CH:23]=[C:18]3[O:17][CH2:16][CH2:15]2)[CH:29]=[CH:28][C:27]=1[O:30][C:31]([F:33])([F:32])[F:34]. (5) Given the reactants CO[C:3](=[O:13])[C:4]1[C:9]([I:10])=[CH:8][CH:7]=[CH:6][C:5]=1[CH2:11]Br.[CH3:14][C:15]1[CH:22]=[CH:21][CH:20]=[CH:19][C:16]=1[CH2:17][NH2:18].C([O-])([O-])=O.[K+].[K+].C(OCC)(=O)C, predict the reaction product. The product is: [I:10][C:9]1[CH:8]=[CH:7][CH:6]=[C:5]2[C:4]=1[C:3](=[O:13])[N:18]([CH2:17][C:16]1[CH:19]=[CH:20][CH:21]=[CH:22][C:15]=1[CH3:14])[CH2:11]2. (6) Given the reactants CN1CCN(C[N:9]2[C:17]3[C:12](=[CH:13][CH:14]=[CH:15][CH:16]=3)[CH:11]=[CH:10]2)CC1.[H-].[Na+].[C:20]1([S:26](Cl)(=[O:28])=[O:27])[CH:25]=[CH:24][CH:23]=[CH:22][CH:21]=1.[CH3:30][N:31]([CH3:34])[CH:32]=O, predict the reaction product. The product is: [C:20]1([S:26]([N:9]2[C:17]3[C:12](=[C:13]([CH2:30][N:31]4[CH2:34][CH2:32][N:31]([CH3:34])[CH2:30][CH2:32]4)[CH:14]=[CH:15][CH:16]=3)[CH:11]=[CH:10]2)(=[O:28])=[O:27])[CH:25]=[CH:24][CH:23]=[CH:22][CH:21]=1.